Dataset: Reaction yield outcomes from USPTO patents with 853,638 reactions. Task: Predict the reaction yield, written as a fraction of the theoretical maximum amount of product (1.0 means a 100% yield; for example, 0.34 means a 34% yield). (1) The reactants are [NH:1]1[CH2:5][CH2:4][C@@H:3]2[CH2:6][N:7]([C:9]3[CH:10]=[C:11]([CH2:16][OH:17])[C:12]([Br:15])=[N:13][CH:14]=3)[CH2:8][C@H:2]12.[C:18]([OH:25])(=[O:24])/[CH:19]=[CH:20]/[C:21]([OH:23])=[O:22]. The catalyst is CO.C(OCC)C. The product is [C:18]([OH:25])(=[O:24])/[CH:19]=[CH:20]/[C:21]([OH:23])=[O:22].[NH:1]1[CH2:5][CH2:4][C@@H:3]2[CH2:6][N:7]([C:9]3[CH:10]=[C:11]([CH2:16][OH:17])[C:12]([Br:15])=[N:13][CH:14]=3)[CH2:8][C@H:2]12. The yield is 0.700. (2) The reactants are Br[C:2]1[CH:14]=[CH:13][C:5]([O:6][CH:7]2[CH2:12][CH2:11][CH2:10][CH2:9][O:8]2)=[CH:4][CH:3]=1.[NH:15]1[CH2:20][CH2:19][NH:18][CH2:17][CH2:16]1.CC(C)([O-])C.[Na+].C(OCC)(=O)C. The catalyst is C1(C)C=CC=CC=1.C([O-])(=O)C.[Pd+2].C([O-])(=O)C.C1C=CC(P(C2C(C3C(P(C4C=CC=CC=4)C4C=CC=CC=4)=CC=C4C=3C=CC=C4)=C3C(C=CC=C3)=CC=2)C2C=CC=CC=2)=CC=1.O. The product is [O:8]1[CH2:9][CH2:10][CH2:11][CH2:12][CH:7]1[O:6][C:5]1[CH:13]=[CH:14][C:2]([N:15]2[CH2:20][CH2:19][NH:18][CH2:17][CH2:16]2)=[CH:3][CH:4]=1. The yield is 0.850. (3) The reactants are [CH3:1]C(C)([O-])C.[K+].[C:7]([O:11][C:12]([N:14]1[CH2:19][CH2:18][C:17]([CH2:22][C:23]2[CH:28]=[CH:27][C:26]([Cl:29])=[C:25]([Cl:30])[CH:24]=2)([CH2:20][OH:21])[CH2:16][CH2:15]1)=[O:13])([CH3:10])([CH3:9])[CH3:8].CI. The catalyst is O1CCCC1.C(OCC)(=O)C.CCCCCCC. The product is [C:7]([O:11][C:12]([N:14]1[CH2:19][CH2:18][C:17]([CH2:22][C:23]2[CH:28]=[CH:27][C:26]([Cl:29])=[C:25]([Cl:30])[CH:24]=2)([CH2:20][O:21][CH3:1])[CH2:16][CH2:15]1)=[O:13])([CH3:10])([CH3:8])[CH3:9]. The yield is 0.750. (4) The reactants are [Br:1][C:2]1[C:10]2[S:9][N:8]=[CH:7][C:6]=2[CH:5]=[C:4]([N+:11]([O-])=O)[CH:3]=1.Cl. The catalyst is C(O)C.[Fe]. The product is [Br:1][C:2]1[C:10]2[S:9][N:8]=[CH:7][C:6]=2[CH:5]=[C:4]([NH2:11])[CH:3]=1. The yield is 0.560.